From a dataset of Full USPTO retrosynthesis dataset with 1.9M reactions from patents (1976-2016). Predict the reactants needed to synthesize the given product. (1) Given the product [O:24]([CH2:2][CH2:3][CH2:4][CH2:5][CH2:6][NH2:7])[C:18]1[CH:23]=[CH:22][CH:21]=[CH:20][CH:19]=1, predict the reactants needed to synthesize it. The reactants are: Br[CH2:2][CH2:3][CH2:4][CH2:5][CH2:6][N:7]1C(=O)C2=CC=CC=C2C1=O.[C:18]1([OH:24])[CH:23]=[CH:22][CH:21]=[CH:20][CH:19]=1. (2) Given the product [CH3:20][C:15]1[CH:14]=[C:13]([N:8]2[C:9]3[C:5](=[CH:4][C:3]([O:2][CH3:1])=[CH:11][CH:10]=3)[CH:6]=[CH:7]2)[CH:18]=[C:17]([CH3:19])[CH:16]=1, predict the reactants needed to synthesize it. The reactants are: [CH3:1][O:2][C:3]1[CH:4]=[C:5]2[C:9](=[CH:10][CH:11]=1)[NH:8][CH:7]=[CH:6]2.I[C:13]1[CH:14]=[C:15]([CH3:20])[CH:16]=[C:17]([CH3:19])[CH:18]=1.[O-]P([O-])([O-])=O.[K+].[K+].[K+].[C@@H]1(N)CCCC[C@H]1N. (3) Given the product [N:14]1[CH:15]=[CH:16][CH:17]=[C:12]([C:11]2[NH:10][C:5]3[C:4]([C:3]=2[C:1]#[N:2])=[CH:9][CH:8]=[CH:7][CH:6]=3)[CH:13]=1, predict the reactants needed to synthesize it. The reactants are: [C:1]([CH2:3][C:4]1[CH:9]=[CH:8][CH:7]=[CH:6][C:5]=1[NH:10][C:11](=O)[C:12]1[CH:17]=[CH:16][CH:15]=[N:14][CH:13]=1)#[N:2].[H-].[Na+]. (4) Given the product [NH2:40][CH:37]1[CH2:38][CH2:39][CH:35]([NH:34][C:33]([C:32]2[C:26]3[C:27](=[N:28][CH:29]=[C:24]([C:16]4[C:17]5[C:22](=[CH:21][C:20]([F:23])=[CH:19][CH:18]=5)[N:14]([CH:11]5[CH2:12][CH2:13][NH:8][CH2:9][CH2:10]5)[N:15]=4)[N:25]=3)[NH:30][CH:31]=2)=[O:48])[CH2:36]1, predict the reactants needed to synthesize it. The reactants are: C(OC([N:8]1[CH2:13][CH2:12][CH:11]([N:14]2[C:22]3[C:17](=[CH:18][CH:19]=[C:20]([F:23])[CH:21]=3)[C:16]([C:24]3[N:25]=[C:26]4[C:32]([C:33](=[O:48])[NH:34][CH:35]5[CH2:39][CH2:38][CH:37]([NH:40]C(OC(C)(C)C)=O)[CH2:36]5)=[CH:31][N:30](COCC[Si](C)(C)C)[C:27]4=[N:28][CH:29]=3)=[N:15]2)[CH2:10][CH2:9]1)=O)(C)(C)C.FC(F)(F)C(O)=O.C(N)CN.O. (5) Given the product [Cl:11][C:10]1[N:9]=[C:16]([Cl:17])[N:15]=[C:13]([C:1]2[CH:6]=[CH:5][CH:4]=[CH:3][CH:2]=2)[N:12]=1, predict the reactants needed to synthesize it. The reactants are: [C:1]1([Mg]Br)[CH:6]=[CH:5][CH:4]=[CH:3][CH:2]=1.[N:9]1[C:16]([Cl:17])=[N:15][C:13](Cl)=[N:12][C:10]=1[Cl:11]. (6) Given the product [F:25][C:4]1[C:5]([CH3:24])=[C:6]([C:9]2[CH:10]=[N:11][N:12]([C:15]3[CH:23]=[CH:22][C:18]([C:19]([N:26]4[CH2:31][CH2:30][O:29][CH2:28][CH2:27]4)=[O:21])=[CH:17][N:16]=3)[C:13]=2[OH:14])[CH:7]=[CH:8][C:3]=1[C:1]#[N:2], predict the reactants needed to synthesize it. The reactants are: [C:1]([C:3]1[CH:8]=[CH:7][C:6]([C:9]2[CH:10]=[N:11][N:12]([C:15]3[CH:23]=[CH:22][C:18]([C:19]([OH:21])=O)=[CH:17][N:16]=3)[C:13]=2[OH:14])=[C:5]([CH3:24])[C:4]=1[F:25])#[N:2].[NH:26]1[CH2:31][CH2:30][O:29][CH2:28][CH2:27]1.